Dataset: Full USPTO retrosynthesis dataset with 1.9M reactions from patents (1976-2016). Task: Predict the reactants needed to synthesize the given product. (1) The reactants are: [H-].C([Al+]CC(C)C)C(C)C.C[O:12][C:13](=O)/[CH:14]=[CH:15]/[C:16]1[CH:17]=[N:18][C:19]([C:22]2[CH:27]=[CH:26][CH:25]=[CH:24][CH:23]=2)=[N:20][CH:21]=1. Given the product [C:22]1([C:19]2[N:20]=[CH:21][C:16](/[CH:15]=[CH:14]/[CH2:13][OH:12])=[CH:17][N:18]=2)[CH:23]=[CH:24][CH:25]=[CH:26][CH:27]=1, predict the reactants needed to synthesize it. (2) Given the product [I:14][C:13]1[C:8]([O:4][CH:1]([CH3:3])[CH3:2])=[N:9][CH:10]=[CH:11][CH:12]=1, predict the reactants needed to synthesize it. The reactants are: [CH:1]([OH:4])([CH3:3])[CH3:2].[H-].[Na+].F[C:8]1[C:13]([I:14])=[CH:12][CH:11]=[CH:10][N:9]=1.[NH4+].[Cl-]. (3) Given the product [CH3:35][C:30]1[CH:31]=[CH:32][CH:33]=[C:34]2[C:29]=1[NH:28][CH:27]=[C:26]2[C:24]1[C:23](=[O:22])[NH:20][C:18](=[O:19])[C:17]=1[C:10]1[C:11]([CH3:37])=[N:12][CH:13]=[C:8]([N:5]2[CH2:6][CH2:7][N:2]([CH3:1])[CH2:3][CH2:4]2)[CH:9]=1, predict the reactants needed to synthesize it. The reactants are: [CH3:1][N:2]1[CH2:7][CH2:6][N:5]([C:8]2[CH:9]=[C:10]([CH2:17][C:18]([NH2:20])=[O:19])[C:11]([N+]([O-])=O)=[N:12][CH:13]=2)[CH2:4][CH2:3]1.C[O:22][C:23](=O)[C:24]([C:26]1[C:34]2[C:29](=[C:30]([CH3:35])[CH:31]=[CH:32][CH:33]=2)[NH:28][CH:27]=1)=O.[CH3:37]C([O-])(C)C.[K+]. (4) Given the product [ClH:20].[Cl:21][C:15]1[CH:16]=[CH:17][CH:18]=[C:19]([Cl:20])[C:14]=1[NH:13][C:11]1[NH:10][C:3]2[C:4]([F:9])=[CH:5][C:6]([F:8])=[CH:7][C:2]=2[N:1]=1, predict the reactants needed to synthesize it. The reactants are: [NH2:1][C:2]1[CH:7]=[C:6]([F:8])[CH:5]=[C:4]([F:9])[C:3]=1[NH:10][C:11]([NH:13][C:14]1[C:19]([Cl:20])=[CH:18][CH:17]=[CH:16][C:15]=1[Cl:21])=S.CI. (5) Given the product [CH3:11][S:13][C:14]1[N:10]=[C:2]2[N:3]([C:20](=[O:19])[C:15]=1[C:16]([OH:24])=[O:17])[C:4]1[CH2:9][CH2:8][CH2:7][CH2:6][C:5]=1[S:1]2, predict the reactants needed to synthesize it. The reactants are: [S:1]1[C:5]2[CH2:6][CH2:7][CH2:8][CH2:9][C:4]=2[N:3]=[C:2]1[NH2:10].[CH2:11]([S:13][C:14](SCC)=[C:15]1[C:20](=O)[O:19]C(C)(C)[O:17][C:16]1=[O:24])C. (6) The reactants are: [CH3:1][O:2][C:3]1[CH:9]=[C:8]([O:10]C)[CH:7]=[CH:6][C:4]=1[NH2:5].C[O:13][C:14]1[C:23]2[C:18](=[CH:19][CH:20]=[CH:21][CH:22]=2)[C:17](C(O)=O)=[CH:16][CH:15]=1. Given the product [OH:13][C:14]1[C:23]2[C:18](=[CH:19][CH:20]=[CH:21][CH:22]=2)[C:17]([C:1]2[O:2][C:3]3[CH:9]=[C:8]([OH:10])[CH:7]=[CH:6][C:4]=3[N:5]=2)=[CH:16][CH:15]=1, predict the reactants needed to synthesize it. (7) Given the product [CH3:5][O:38][C:30]1[CH2:31][CH2:32][C@@:33]2([CH3:34])[C:28](=[CH:27][CH2:26][C@@H:25]3[C:35]2=[CH:36][CH2:37][C@@:22]2([CH3:23])[C@H:24]3[C@@H:19]3[CH2:18][C@@H:20]3[C:21]2=[O:39])[CH:29]=1, predict the reactants needed to synthesize it. The reactants are: S([C:5]1C=CC(C)=CC=1)(O)(=O)=O.N1C=CC=CC=1.[CH2:18]1[C@@H:20]2[C:21](=[O:39])[C@:22]3([CH2:37][CH:36]=[C:35]4[C@@H:25]([CH:26]=[CH:27][C:28]5[C@:33]4([CH3:34])[CH2:32][CH2:31][C:30](=[O:38])[CH:29]=5)[C@@H:24]3[C@H:19]12)[CH3:23].N1C=CC=CC=1.